From a dataset of hERG potassium channel inhibition data for cardiac toxicity prediction from Karim et al.. Regression/Classification. Given a drug SMILES string, predict its toxicity properties. Task type varies by dataset: regression for continuous values (e.g., LD50, hERG inhibition percentage) or binary classification for toxic/non-toxic outcomes (e.g., AMES mutagenicity, cardiotoxicity, hepatotoxicity). Dataset: herg_karim. (1) The compound is CN(C)C(=O)c1ccc(-c2ccc3c(c2)CCN(CCN2CCCC2)C3=O)c(F)c1. The result is 0 (non-blocker). (2) The molecule is COc1ccc2ncc(F)c(CCN3CCC(NCc4cc5c(cn4)OCCO5)CC3)c2c1. The result is 1 (blocker).